Task: Predict the reactants needed to synthesize the given product.. Dataset: Full USPTO retrosynthesis dataset with 1.9M reactions from patents (1976-2016) (1) The reactants are: [Cl:1][C:2]1[C:7]([C:8]2[N:12]=[C:11]([CH:13]([CH3:15])[CH3:14])[O:10][N:9]=2)=[C:6](Cl)[N:5]=[CH:4][N:3]=1.[NH3:17].CCOC(C)=O. Given the product [Cl:1][C:2]1[N:3]=[CH:4][N:5]=[C:6]([NH2:17])[C:7]=1[C:8]1[N:12]=[C:11]([CH:13]([CH3:15])[CH3:14])[O:10][N:9]=1, predict the reactants needed to synthesize it. (2) Given the product [F:32][C:33]1[CH:38]=[CH:37][C:36]([C:4]#[C:3][C:5]2[N:10]=[C:9]([NH2:11])[N:8]=[C:7]([NH:12][C:13]3[CH:18]=[CH:17][C:16]([O:19][C:20]4[CH:25]=[CH:24][N:23]=[C:22]([C:26]([F:29])([F:28])[F:27])[CH:21]=4)=[CH:15][CH:14]=3)[CH:6]=2)=[CH:35][CH:34]=1, predict the reactants needed to synthesize it. The reactants are: N#N.[C:3]([C:5]1[N:10]=[C:9]([NH2:11])[N:8]=[C:7]([NH:12][C:13]2[CH:18]=[CH:17][C:16]([O:19][C:20]3[CH:25]=[CH:24][N:23]=[C:22]([C:26]([F:29])([F:28])[F:27])[CH:21]=3)=[CH:15][CH:14]=2)[CH:6]=1)#[CH:4].ClCl.[F:32][C:33]1[CH:38]=[CH:37][C:36](I)=[CH:35][CH:34]=1.C(N(CC)C(C)C)(C)C. (3) Given the product [OH:8][CH2:9][CH:11]1[CH2:20][CH2:19][C:18]2[C:13](=[CH:14][CH:15]=[CH:16][CH:17]=2)[C:12]1=[O:26], predict the reactants needed to synthesize it. The reactants are: [H-].[Al+3].[Li+].[H-].[H-].[H-].C[O:8][C:9]([C:11]1[CH2:20][CH2:19][C:18]2[C:13](=[CH:14][C:15](CC(C)(C)C)=[CH:16][CH:17]=2)[C:12]=1[OH:26])=O. (4) Given the product [CH3:14][O:13][C:7]1[CH:6]=[C:5]([CH:10]=[CH:9][C:8]=1[O:11][CH3:12])[C:15]#[N:16], predict the reactants needed to synthesize it. The reactants are: [C-]#N.[Na+].Br[C:5]1[CH:10]=[CH:9][C:8]([O:11][CH3:12])=[C:7]([O:13][CH3:14])[CH:6]=1.[CH3:15][NH:16]CCNC.[OH-].[NH4+]. (5) Given the product [Cl:1][C:2]1[CH:9]=[CH:8][CH:7]=[C:6]([Cl:10])[C:3]=1[CH2:4][O:5][C:15]1[N:16]=[CH:17][C:18]([C:21]([OH:23])=[O:22])=[N:19][CH:20]=1, predict the reactants needed to synthesize it. The reactants are: [Cl:1][C:2]1[CH:9]=[CH:8][CH:7]=[C:6]([Cl:10])[C:3]=1[CH2:4][OH:5].[H-].[Na+].[Li].Cl[C:15]1[N:16]=[CH:17][C:18]([C:21]([O-:23])=[O:22])=[N:19][CH:20]=1.